Regression. Given a peptide amino acid sequence and an MHC pseudo amino acid sequence, predict their binding affinity value. This is MHC class II binding data. From a dataset of Peptide-MHC class II binding affinity with 134,281 pairs from IEDB. (1) The peptide sequence is MSHLNLTMPNACSAN. The MHC is DRB1_0101 with pseudo-sequence DRB1_0101. The binding affinity (normalized) is 0.242. (2) The peptide sequence is EKKYFAATQFEPSAA. The MHC is HLA-DPA10201-DPB10101 with pseudo-sequence HLA-DPA10201-DPB10101. The binding affinity (normalized) is 0.899. (3) The peptide sequence is DAYICAIRRAKSFIY. The MHC is DRB3_0202 with pseudo-sequence DRB3_0202. The binding affinity (normalized) is 0.333. (4) The peptide sequence is GGNFAGGGFGMLLRK. The MHC is HLA-DQA10501-DQB10201 with pseudo-sequence HLA-DQA10501-DQB10201. The binding affinity (normalized) is 0.107. (5) The binding affinity (normalized) is 0.886. The peptide sequence is GCLQIVDKIDAAFKI. The MHC is DRB1_0701 with pseudo-sequence DRB1_0701. (6) The peptide sequence is KNWMTETLLVQNANPDCKTI. The binding affinity (normalized) is 0.445. The MHC is DRB1_0701 with pseudo-sequence DRB1_0701.